From a dataset of Reaction yield outcomes from USPTO patents with 853,638 reactions. Predict the reaction yield, written as a fraction of the theoretical maximum amount of product (1.0 means a 100% yield; for example, 0.34 means a 34% yield). (1) The reactants are [CH3:1][C:2]1[C:3]([N:26]2[CH2:31][CH2:30][CH:29]([CH:32]([CH3:38])[C:33]([O:35]CC)=[O:34])[CH2:28][CH2:27]2)=[N:4][CH:5]=[C:6]([NH:8][C:9]([C:11]2[O:12][C:13]([NH:16][C:17]3[CH:22]=[C:21]([F:23])[C:20]([F:24])=[CH:19][C:18]=3[F:25])=[N:14][N:15]=2)=[O:10])[CH:7]=1.C[Si](C)(C)[O-].[K+].O.Cl. The catalyst is C1COCC1. The product is [CH3:1][C:2]1[C:3]([N:26]2[CH2:27][CH2:28][CH:29]([CH:32]([CH3:38])[C:33]([OH:35])=[O:34])[CH2:30][CH2:31]2)=[N:4][CH:5]=[C:6]([NH:8][C:9]([C:11]2[O:12][C:13]([NH:16][C:17]3[CH:22]=[C:21]([F:23])[C:20]([F:24])=[CH:19][C:18]=3[F:25])=[N:14][N:15]=2)=[O:10])[CH:7]=1. The yield is 0.790. (2) The reactants are C([O:3][C:4](=[O:29])[CH:5]([CH2:11][CH2:12][CH2:13][CH2:14][CH2:15][O:16][C:17]1[C:26]2[C:21](=[CH:22][CH:23]=[CH:24][CH:25]=2)[C:20]([CH:27]=[O:28])=[CH:19][CH:18]=1)[C:6]([O:8]CC)=[O:7])C.[OH-].[Na+]. The catalyst is CO. The product is [CH:27]([C:20]1[C:21]2[C:26](=[CH:25][CH:24]=[CH:23][CH:22]=2)[C:17]([O:16][CH2:15][CH2:14][CH2:13][CH2:12][CH2:11][CH:5]([C:4]([OH:29])=[O:3])[C:6]([OH:8])=[O:7])=[CH:18][CH:19]=1)=[O:28]. The yield is 0.920. (3) The reactants are [CH3:1][C:2]1[C:3]([OH:8])=[N:4][CH:5]=[CH:6][N:7]=1.[Br:9]N1C(=O)CCC1=O.O. The catalyst is CN(C=O)C. The product is [Br:9][C:6]1[N:7]=[C:2]([CH3:1])[C:3]([OH:8])=[N:4][CH:5]=1. The yield is 0.770. (4) The reactants are [Br:1][C:2]1[CH:7]=[CH:6][C:5]([C:8]2[O:12][N:11]=[C:10]([C:13]3[CH:14]=[CH:15][C:16]4[O:20][C:19]([C:21]5([NH:29]C(=O)OC(C)(C)C)[CH2:26][O:25]C(C)(C)[O:23][CH2:22]5)=[CH:18][C:17]=4[CH:37]=3)[N:9]=2)=[CH:4][C:3]=1[Cl:38].ClC1C=C(C2ON=C(C3C=CC4OC(C5(NC(=O)OC(C)(C)C)COC(C)(C)OC5)=CC=4C=3)N=2)C=CC=1OCCC. No catalyst specified. The product is [NH2:29][C:21]([C:19]1[O:20][C:16]2[CH:15]=[CH:14][C:13]([C:10]3[N:9]=[C:8]([C:5]4[CH:6]=[CH:7][C:2]([Br:1])=[C:3]([Cl:38])[CH:4]=4)[O:12][N:11]=3)=[CH:37][C:17]=2[CH:18]=1)([CH2:22][OH:23])[CH2:26][OH:25]. The yield is 0.390. (5) The reactants are [CH3:1][C:2]1[C:3]([C@H:7]2[N:12](C(OC(C)(C)C)=O)[CH2:11][CH2:10][N:9]3[C:20](=[O:23])[CH2:21][CH2:22][C@@H:8]23)=[CH:4][S:5][CH:6]=1.Cl.CO.[OH-].[Na+]. The catalyst is CO. The product is [CH3:1][C:2]1[C:3]([C@@H:7]2[NH:12][CH2:11][CH2:10][N:9]3[C:20](=[O:23])[CH2:21][CH2:22][C@@H:8]23)=[CH:4][S:5][CH:6]=1. The yield is 0.720. (6) The reactants are [F:1][CH:2]([F:20])[C:3]1[N:4]([C:9]2[C:18]3[C:13](=[CH:14][CH:15]=[CH:16][CH:17]=3)[C:12]([CH3:19])=[CH:11][CH:10]=2)[C:5]([SH:8])=[N:6][N:7]=1.C([O-])([O-])=O.[K+].[K+].C[CH2:28][C:29]([NH:31][C:32]1[CH:37]=[CH:36][C:35]([S:38](=[O:41])(=[O:40])[NH2:39])=[CH:34][C:33]=1[CH3:42])=[O:30].O. The catalyst is CN(C=O)C. The product is [F:20][CH:2]([F:1])[C:3]1[N:4]([C:9]2[C:18]3[C:13](=[CH:14][CH:15]=[CH:16][CH:17]=3)[C:12]([CH3:19])=[CH:11][CH:10]=2)[C:5]([S:8][CH2:28][C:29]([NH:31][C:32]2[CH:37]=[CH:36][C:35]([S:38](=[O:41])(=[O:40])[NH2:39])=[CH:34][C:33]=2[CH3:42])=[O:30])=[N:6][N:7]=1. The yield is 0.830. (7) The reactants are C(O[BH-](OC(=O)C)OC(=O)C)(=O)C.[Na+].[OH:15][C:16]1[CH:17]=[CH:18][CH:19]=[C:20]2[C:25]=1[N:24]=[C:23]([CH:26]=O)[CH:22]=[CH:21]2.[NH2:28][CH2:29][CH2:30][C:31]1[N:35]=[CH:34][NH:33][CH:32]=1. The catalyst is ClC(Cl)C. The product is [NH:33]1[CH:32]=[C:31]([CH2:30][CH2:29][NH:28][CH2:26][C:23]2[CH:22]=[CH:21][C:20]3[C:25](=[C:16]([OH:15])[CH:17]=[CH:18][CH:19]=3)[N:24]=2)[N:35]=[CH:34]1. The yield is 0.610. (8) The yield is 0.650. The catalyst is C(OCC)(=O)C. The reactants are [NH2:1][C:2]1[CH:7]=[CH:6][CH:5]=[CH:4][C:3]=1[NH:8][C:9]([NH:11][C:12]1[CH:17]=[CH:16][CH:15]=[CH:14][CH:13]=1)=[O:10].C(N(CC)CC)C.[C:25]1([S:31](Cl)(=[O:33])=[O:32])[CH:30]=[CH:29][CH:28]=[CH:27][CH:26]=1. The product is [C:12]1([NH:11][C:9](=[O:10])[NH:8][C:3]2[CH:4]=[CH:5][CH:6]=[CH:7][C:2]=2[NH:1][S:31]([C:25]2[CH:30]=[CH:29][CH:28]=[CH:27][CH:26]=2)(=[O:33])=[O:32])[CH:17]=[CH:16][CH:15]=[CH:14][CH:13]=1.